Dataset: Peptide-MHC class II binding affinity with 134,281 pairs from IEDB. Task: Regression. Given a peptide amino acid sequence and an MHC pseudo amino acid sequence, predict their binding affinity value. This is MHC class II binding data. The peptide sequence is INEYTAAAIAYGLDR. The MHC is HLA-DQA10401-DQB10402 with pseudo-sequence HLA-DQA10401-DQB10402. The binding affinity (normalized) is 0.730.